From a dataset of Full USPTO retrosynthesis dataset with 1.9M reactions from patents (1976-2016). Predict the reactants needed to synthesize the given product. (1) The reactants are: [Br:1][C:2]1[CH:3]=[CH:4][C:5]([O:11][CH2:12][C:13]2[CH:18]=[CH:17][CH:16]=[CH:15][CH:14]=2)=[C:6]([C:8](=O)[CH3:9])[CH:7]=1.[CH2:19](OC(OCC)N(C)C)C.[O-]CC.[Na+].Cl.[NH2:34][C:35]([NH2:37])=[NH:36]. Given the product [CH2:12]([O:11][C:5]1[CH:4]=[CH:3][C:2]([Br:1])=[CH:7][C:6]=1[C:8]1[CH:9]=[CH:19][N:34]=[C:35]([NH2:37])[N:36]=1)[C:13]1[CH:18]=[CH:17][CH:16]=[CH:15][CH:14]=1, predict the reactants needed to synthesize it. (2) Given the product [CH3:17][N:13]1[C:14]2=[CH:15][N:21]([C@@H:22]([CH2:33][CH2:34][C:35]([O:37][CH2:38][C:39]3[CH:40]=[CH:41][CH:42]=[CH:43][CH:44]=3)=[O:36])[C:23]([O:25][CH2:26][C:27]3[CH:32]=[CH:31][CH:30]=[CH:29][CH:28]=3)=[O:24])[C:1]([C:2]3[CH:7]=[CH:6][CH:5]=[CH:4][CH:3]=3)=[C:9]2[C:10](=[O:20])[N:11]([CH3:19])[C:12]1=[O:18], predict the reactants needed to synthesize it. The reactants are: [C:1]([C:9]1[C:10](=[O:20])[N:11]([CH3:19])[C:12](=[O:18])[N:13]([CH3:17])[C:14]=1[CH2:15]Br)(=O)[C:2]1[CH:7]=[CH:6][CH:5]=[CH:4][CH:3]=1.[NH2:21][C@@H:22]([CH2:33][CH2:34][C:35]([O:37][CH2:38][C:39]1[CH:44]=[CH:43][CH:42]=[CH:41][CH:40]=1)=[O:36])[C:23]([O:25][CH2:26][C:27]1[CH:32]=[CH:31][CH:30]=[CH:29][CH:28]=1)=[O:24].C(N(CC)CC)C. (3) Given the product [F:24][C:23]1[CH:22]=[CH:21][C:4]([O:5][C:6]2[N:11]=[C:10]3[S:12][C:13]([NH:15][C:16]([CH:18]4[CH2:20][CH2:19]4)=[O:17])=[N:14][C:9]3=[CH:8][CH:7]=2)=[CH:3][C:2]=1[NH:1][C:34](=[O:35])[CH2:33][C:29]1[CH:30]=[CH:31][CH:32]=[C:27]([C:26]([F:37])([F:25])[F:38])[CH:28]=1, predict the reactants needed to synthesize it. The reactants are: [NH2:1][C:2]1[CH:3]=[C:4]([CH:21]=[CH:22][C:23]=1[F:24])[O:5][C:6]1[N:11]=[C:10]2[S:12][C:13]([NH:15][C:16]([CH:18]3[CH2:20][CH2:19]3)=[O:17])=[N:14][C:9]2=[CH:8][CH:7]=1.[F:25][C:26]([F:38])([F:37])[C:27]1[CH:28]=[C:29]([CH2:33][C:34](O)=[O:35])[CH:30]=[CH:31][CH:32]=1.CN(C(ON1N=NC2C=CC=NC1=2)=[N+](C)C)C.F[P-](F)(F)(F)(F)F. (4) Given the product [N:26]1([C:20]2[CH:21]=[N:22][C:23]3[C:18]([CH:19]=2)=[CH:17][C:16]([S:15][C:12]2[N:10]4[N:11]=[C:6]([C:4](=[O:5])[CH3:33])[CH:7]=[CH:8][C:9]4=[N:14][N:13]=2)=[CH:25][CH:24]=3)[CH2:27][CH2:28][O:29][CH2:30][CH2:31]1, predict the reactants needed to synthesize it. The reactants are: CON(C)[C:4]([C:6]1[CH:7]=[CH:8][C:9]2[N:10]([C:12]([S:15][C:16]3[CH:17]=[C:18]4[C:23](=[CH:24][CH:25]=3)[N:22]=[CH:21][C:20]([N:26]3[CH2:31][CH2:30][O:29][CH2:28][CH2:27]3)=[CH:19]4)=[N:13][N:14]=2)[N:11]=1)=[O:5].[CH3:33][Mg]Br.N#N. (5) Given the product [C:34]([O:10][C:11]([N:13]1[CH2:14][CH2:15][C:16]([N:25]([CH3:26])[CH3:27])([C:19]2[CH:24]=[CH:23][CH:22]=[CH:21][CH:20]=2)[CH2:17][CH2:18]1)=[O:12])([CH3:36])([CH3:35])[CH3:33], predict the reactants needed to synthesize it. The reactants are: [OH-].[K+].C([O:10][C:11]([N:13]1[CH2:18][CH2:17][C:16]([N:25]([CH3:27])[CH3:26])([C:19]2[CH:24]=[CH:23][CH:22]=[CH:21][CH:20]=2)[CH2:15][CH2:14]1)=[O:12])C1C=CC=CC=1.C(=O)([O-])O.[Na+].[CH3:33][C:34](OC(OC(O[C:34]([CH3:36])([CH3:35])[CH3:33])=O)=O)([CH3:36])[CH3:35].